Predict the reactants needed to synthesize the given product. From a dataset of Full USPTO retrosynthesis dataset with 1.9M reactions from patents (1976-2016). (1) Given the product [F:1][C:2]1[C:7]([F:8])=[CH:6][CH:5]=[CH:4][C:3]=1[C:9]1[N:41]=[C:12]2[CH:13]=[N:14][N:15]([CH:17]([C:22]3[O:26][N:25]=[C:24]([C:27]4[CH:32]=[CH:31][C:30]([O:33][CH2:34][CH2:35][CH3:36])=[CH:29][C:28]=4[C:37]([F:38])([F:40])[F:39])[CH:23]=3)[C:18]([O:20][CH2:21][CH2:61][O:60][CH2:59][CH2:58][O:57][CH2:56][CH2:55][O:54][CH2:53][CH2:52][OH:64])=[O:19])[CH:16]=[C:11]2[N:10]=1, predict the reactants needed to synthesize it. The reactants are: [F:1][C:2]1[C:7]([F:8])=[CH:6][CH:5]=[CH:4][C:3]=1[C:9]1[N:41]=[C:12]2[CH:13]=[N:14][N:15]([CH:17]([C:22]3[O:26][N:25]=[C:24]([C:27]4[CH:32]=[CH:31][C:30]([O:33][CH2:34][CH2:35][CH3:36])=[CH:29][C:28]=4[C:37]([F:40])([F:39])[F:38])[CH:23]=3)[C:18]([O:20][CH3:21])=[O:19])[CH:16]=[C:11]2[N:10]=1.C(=O)([O-])[O-].[K+].[K+].CC(O)=O.[CH2:52]([OH:64])[CH2:53][O:54][CH2:55][CH2:56][O:57][CH2:58][CH2:59][O:60][CH2:61]CO.COCCOC. (2) Given the product [NH2:2][C:3]1[C:12]2[N:13]=[C:14]([CH2:39][CH2:40][O:41][CH3:42])[N:15]([CH2:16][CH2:17][CH2:18][N:19]([CH2:24][C:25]3[CH:26]=[C:27]([CH:36]=[CH:37][CH:38]=3)[O:28][CH:29]([CH2:34][CH3:35])[C:30]([O:32][CH3:33])=[O:31])[C:20](=[O:23])[CH2:21][N:45]([CH2:46][CH3:47])[CH2:43][CH3:44])[C:11]=2[C:10]2[CH:9]=[CH:8][CH:7]=[CH:6][C:5]=2[N:4]=1, predict the reactants needed to synthesize it. The reactants are: Cl.[NH2:2][C:3]1[C:12]2[N:13]=[C:14]([CH2:39][CH2:40][O:41][CH3:42])[N:15]([CH2:16][CH2:17][CH2:18][N:19]([CH2:24][C:25]3[CH:26]=[C:27]([CH:36]=[CH:37][CH:38]=3)[O:28][CH:29]([CH2:34][CH3:35])[C:30]([O:32][CH3:33])=[O:31])[C:20](=[O:23])[CH2:21]Cl)[C:11]=2[C:10]2[CH:9]=[CH:8][CH:7]=[CH:6][C:5]=2[N:4]=1.[CH2:43]([NH:45][CH2:46][CH3:47])[CH3:44]. (3) Given the product [Cl:1][C:2]1[CH:3]=[CH:4][C:5]2[N:6]=[C:7]([CH2:20][N:25]3[CH2:26][CH:23]([F:22])[CH2:24]3)[N:8]3[C:16]4[CH:15]=[CH:14][CH:13]=[C:12]([F:17])[C:11]=4[CH:10]=[C:9]3[C:18]=2[N:19]=1, predict the reactants needed to synthesize it. The reactants are: [Cl:1][C:2]1[CH:3]=[CH:4][C:5]2[N:6]=[C:7]([CH2:20]Cl)[N:8]3[C:16]4[CH:15]=[CH:14][CH:13]=[C:12]([F:17])[C:11]=4[CH:10]=[C:9]3[C:18]=2[N:19]=1.[F:22][CH:23]1[CH2:26][NH:25][CH2:24]1.C([O-])([O-])=O.[K+].[K+].O.